The task is: Binary Classification. Given a miRNA mature sequence and a target amino acid sequence, predict their likelihood of interaction.. This data is from Experimentally validated miRNA-target interactions with 360,000+ pairs, plus equal number of negative samples. (1) The miRNA is rno-miR-383-5p with sequence CAGAUCAGAAGGUGACUGUGG. The protein sequence of the target gene is MGVQGFQDYIEKHCPSAVVPVELQKLARGSLVGGGRQRPPQTPLRLLVDADNCLHRLYGGFYTDWVSGGQWNHMLGYLAALAKACFGGNIELFVFFNGALEKARLHEWVKRQGNERQTAQQIVSHVQNKGTPPPKVWFLPPVCMAHCIRLALIRFHVKVAQSIEDHHQEVIGFCRENGFHGLVAYDSDYALCNIPYYFSAHALKLSRNGKSLTTSQYLMHEVAKQLDLNPNRFPIFAALLGNHILPDEDLASFHWSLLGPEHPLASLKVRAHQLVLPPCDVVIKAVADYVRNIHDTSDLD.... Result: 0 (no interaction). (2) The miRNA is mmu-miR-3101-5p with sequence GGUACCAUUGACUAAAGCUAG. The protein sequence of the target gene is MGMLRAGLCPGLTEETVQLLRGRKIKTVADLAAADLEEVAQKCGLSYKALVALRRVLLAQFSAFPLNGADLYEELKTSTAILSTGIGSLDKLLDAGLYTGEVTEIVGGPGSGKTQVCLCVAANVAHSLQQNVLYVDSNGGMTASRLLQLLQARTQDEEKQASALQRIQVVRSFDIFRMLDMLQDLRGTIAQQEATSSGAVKVVIVDSVTAVVAPLLGGQQREGLALMMQLARELKILARDLGVAVVVTNHLTRDWDGRRFKPALGRSWSFVPSTRILLDVTEGAGTLGSSQRTVCLTKSP.... Result: 0 (no interaction). (3) The miRNA is mmu-miR-6940-3p with sequence UUACCUUCCGUGCUUGCCCGCAG. The protein sequence of the target gene is MAWFRPPPPHTQLRPWVPDAIFIPISRAVERVGVFFYNRVLNKTEVGLFDKRWNKNVHGPYCHWRYYGKLDTKFMDVKLGDLPAWMARREKTPSAFYNEFMRNIWRVHNLYYSGPVYNNTVKVIFRFIFAYSFLNWLVKSHRYVDFQKTMYHW. Result: 0 (no interaction). (4) The miRNA is hsa-miR-4724-3p with sequence GUACCUUCUGGUUCAGCUAGU. The protein sequence of the target gene is MYHHEDDTNSDMNSDDDMSRSGRETPPPRPSHAFGSERDLERRGRSRDVEPRDRWPYTRNPRSRLPQRDLSLPVMSRPHFGLDRDDDRRSMDYESRSQDAESYQNVVELKEDKKPQNPIQDNLENYRKLLSLGVQLAEDDRHSHMTQGHSSRSKRTAYPSTSRGLKPMPEAKKPSHRRGICEDESSHGVIMEKFIKDVARNPKSGRARELNERPPPRFPRPNDNWKDSSSSRRESVIQERGYEGSAFRGGFRFNADLASRSRALERKRRYHFDSDERGSGHEHKSCVRKKPFECGAEMRQ.... Result: 0 (no interaction).